Dataset: Forward reaction prediction with 1.9M reactions from USPTO patents (1976-2016). Task: Predict the product of the given reaction. Given the reactants ClC(Cl)(O[C:5](=[O:11])OC(Cl)(Cl)Cl)Cl.[N:13]1([C:19]2[C:20]3[N:34]=[N:33][N:32]([CH2:35][C:36]([F:39])([F:38])[F:37])[C:21]=3[N:22]=[C:23]([C:25]3[CH:31]=[CH:30][C:28]([NH2:29])=[CH:27][CH:26]=3)[N:24]=2)[CH2:18][CH2:17][O:16][CH2:15][CH2:14]1.[NH2:40][C:41]1[CH:46]=[CH:45][N:44]=[CH:43][CH:42]=1.CCN(CC)CC, predict the reaction product. The product is: [N:13]1([C:19]2[C:20]3[N:34]=[N:33][N:32]([CH2:35][C:36]([F:38])([F:39])[F:37])[C:21]=3[N:22]=[C:23]([C:25]3[CH:31]=[CH:30][C:28]([NH:29][C:5]([NH:40][C:41]4[CH:46]=[CH:45][N:44]=[CH:43][CH:42]=4)=[O:11])=[CH:27][CH:26]=3)[N:24]=2)[CH2:14][CH2:15][O:16][CH2:17][CH2:18]1.